This data is from Forward reaction prediction with 1.9M reactions from USPTO patents (1976-2016). The task is: Predict the product of the given reaction. Given the reactants [CH2:1]([O:3][C:4](=[O:20])[CH:5]=[C:6]1[CH2:11][CH2:10][CH2:9][CH2:8][CH:7]1[C:12]1[CH:17]=[CH:16][CH:15]=[C:14]([O:18][CH3:19])[CH:13]=1)[CH3:2].[O-]CC.[Na+], predict the reaction product. The product is: [CH2:1]([O:3][C:4](=[O:20])[CH2:5][C:6]1[CH2:11][CH2:10][CH2:9][CH2:8][C:7]=1[C:12]1[CH:17]=[CH:16][CH:15]=[C:14]([O:18][CH3:19])[CH:13]=1)[CH3:2].